Dataset: Reaction yield outcomes from USPTO patents with 853,638 reactions. Task: Predict the reaction yield, written as a fraction of the theoretical maximum amount of product (1.0 means a 100% yield; for example, 0.34 means a 34% yield). The reactants are [NH2:1][C:2]1[C:3]([C:21]([O:23][CH2:24][CH3:25])=[O:22])=[N:4][C:5]([C:8]2[CH2:9][CH2:10][N:11]([C:14]([O:16][C:17]([CH3:20])([CH3:19])[CH3:18])=[O:15])[CH2:12][CH:13]=2)=[CH:6][CH:7]=1. The catalyst is CO.CCOCC.[Pd]. The product is [NH2:1][C:2]1[C:3]([C:21]([O:23][CH2:24][CH3:25])=[O:22])=[N:4][C:5]([CH:8]2[CH2:13][CH2:12][N:11]([C:14]([O:16][C:17]([CH3:18])([CH3:19])[CH3:20])=[O:15])[CH2:10][CH2:9]2)=[CH:6][CH:7]=1. The yield is 1.00.